From a dataset of Peptide-MHC class I binding affinity with 185,985 pairs from IEDB/IMGT. Regression. Given a peptide amino acid sequence and an MHC pseudo amino acid sequence, predict their binding affinity value. This is MHC class I binding data. (1) The peptide sequence is ELMMTTIGVV. The MHC is HLA-A02:17 with pseudo-sequence HLA-A02:17. The binding affinity (normalized) is 0.369. (2) The peptide sequence is FVFLALAGR. The MHC is HLA-A02:01 with pseudo-sequence HLA-A02:01. The binding affinity (normalized) is 0.263. (3) The peptide sequence is RARKRGITM. The MHC is HLA-B15:09 with pseudo-sequence HLA-B15:09. The binding affinity (normalized) is 0.0847. (4) The MHC is Mamu-B17 with pseudo-sequence Mamu-B17. The binding affinity (normalized) is 0.739. The peptide sequence is LIITKVFSFW. (5) The peptide sequence is FDPTLAYTY. The MHC is Mamu-B01 with pseudo-sequence Mamu-B01. The binding affinity (normalized) is 0. (6) The peptide sequence is VGNTYVKF. The MHC is Mamu-B52 with pseudo-sequence Mamu-B52. The binding affinity (normalized) is 1.00.